From a dataset of Peptide-MHC class II binding affinity with 134,281 pairs from IEDB. Regression. Given a peptide amino acid sequence and an MHC pseudo amino acid sequence, predict their binding affinity value. This is MHC class II binding data. (1) The peptide sequence is GKKEEKKEEKKESGD. The MHC is DRB5_0101 with pseudo-sequence DRB5_0101. The binding affinity (normalized) is 0.0262. (2) The peptide sequence is EPFPKRVWEQIFSTW. The MHC is HLA-DPA10201-DPB11401 with pseudo-sequence HLA-DPA10201-DPB11401. The binding affinity (normalized) is 0.603. (3) The peptide sequence is ALSYYPTPLAKEDFL. The MHC is HLA-DPA10301-DPB10402 with pseudo-sequence HLA-DPA10301-DPB10402. The binding affinity (normalized) is 0.515. (4) The peptide sequence is KSIIIPFIAYFVLMH. The MHC is DRB1_1501 with pseudo-sequence DRB1_1501. The binding affinity (normalized) is 0.918.